This data is from Reaction yield outcomes from USPTO patents with 853,638 reactions. The task is: Predict the reaction yield, written as a fraction of the theoretical maximum amount of product (1.0 means a 100% yield; for example, 0.34 means a 34% yield). (1) The reactants are [Cl:1][C:2]1[CH:7]=[CH:6][C:5]([CH3:8])=[CH:4][C:3]=1[OH:9].CI.[C:12]([O-])([O-])=O.[K+].[K+]. The catalyst is CC#N. The yield is 0.890. The product is [Cl:1][C:2]1[CH:7]=[CH:6][C:5]([CH3:8])=[CH:4][C:3]=1[O:9][CH3:12]. (2) The reactants are [NH:1]1[C:9]2[C:4](=[CH:5][CH:6]=[CH:7][CH:8]=2)[C:3](/[CH:10]=[CH:11]/[C:12]2[CH:20]=[CH:19][C:15]([C:16]([OH:18])=O)=[CH:14][CH:13]=2)=[N:2]1.C(OC([N:28]1[CH2:33][CH2:32][CH:31]([NH2:34])[CH2:30][CH2:29]1)=O)(C)(C)C.O.ON1C2C=CC=CC=2N=N1.[ClH:46].C(N=C=NCCCN(C)C)C.CN1CCOCC1.Cl.CO. The catalyst is CO. The product is [ClH:46].[ClH:46].[NH:1]1[C:9]2[C:4](=[CH:5][CH:6]=[CH:7][CH:8]=2)[C:3](/[CH:10]=[CH:11]/[C:12]2[CH:13]=[CH:14][C:15]([C:16]([NH:34][CH:31]3[CH2:32][CH2:33][NH:28][CH2:29][CH2:30]3)=[O:18])=[CH:19][CH:20]=2)=[N:2]1. The yield is 0.480. (3) The reactants are [Cl:1][C:2]1[N:7]=[C:6]([NH:8]C(=O)C(C)(C)C)[CH:5]=[CH:4][C:3]=1[CH3:15].C([O-])(O)=O.[Na+]. The catalyst is Cl. The product is [Cl:1][C:2]1[N:7]=[C:6]([NH2:8])[CH:5]=[CH:4][C:3]=1[CH3:15]. The yield is 0.360. (4) The reactants are C([Li])CCC.I[C:7]1[CH:12]=[CH:11][CH:10]=[CH:9][C:8]=1[OH:13].C(=O)=O.CC(C)=O.[C:21]1([C:27]#[C:28][C:29](Cl)=[O:30])[CH:26]=[CH:25][CH:24]=[CH:23][CH:22]=1. The catalyst is C1COCC1.C(OCC)C.O.CS(C)=O. The product is [C:21]1([C:27]2[O:13][C:8]3[CH:9]=[CH:10][CH:11]=[CH:12][C:7]=3[C:29](=[O:30])[CH:28]=2)[CH:26]=[CH:25][CH:24]=[CH:23][CH:22]=1. The yield is 0.780. (5) The reactants are [CH3:1][O:2][C:3]1[CH:10]=[CH:9][C:6]([CH:7]=[O:8])=[CH:5][CH:4]=1.[C-]#N.[Na+]. The catalyst is CCO.O. The product is [OH:8][CH:7]([C:6]1[CH:9]=[CH:10][C:3]([O:2][CH3:1])=[CH:4][CH:5]=1)[C:7]([C:6]1[CH:9]=[CH:10][C:3]([O:2][CH3:1])=[CH:4][CH:5]=1)=[O:8]. The yield is 0.650. (6) The reactants are [Cl:1][C:2]1[N:7]=[C:6]([NH:8][NH:9][C:10](=[O:30])[C@H:11]([CH2:24][CH:25]2[CH2:29][CH2:28][CH2:27][CH2:26]2)[CH2:12][N:13]([O:16]CC2C=CC=CC=2)[CH:14]=[O:15])[C:5]([F:31])=[C:4]([NH:32][CH:33]2[CH2:36][CH2:35][CH2:34]2)[N:3]=1. The catalyst is CO.[OH-].[OH-].[Pd+2]. The product is [Cl:1][C:2]1[N:7]=[C:6]([NH:8][NH:9][C:10](=[O:30])[C@H:11]([CH2:24][CH:25]2[CH2:29][CH2:28][CH2:27][CH2:26]2)[CH2:12][N:13]([OH:16])[CH:14]=[O:15])[C:5]([F:31])=[C:4]([NH:32][CH:33]2[CH2:36][CH2:35][CH2:34]2)[N:3]=1. The yield is 0.110. (7) The reactants are [NH:1]([C:8]1[N:17]=[CH:16][C:15]2[CH2:14][CH2:13][C:12]3[C:18]([C:22](OCC)=[O:23])=[N:19][N:20]([CH3:21])[C:11]=3[C:10]=2[N:9]=1)[C:2]1[CH:7]=[CH:6][CH:5]=[CH:4][CH:3]=1.[CH2:27]([CH2:29][NH2:30])[OH:28]. The catalyst is CO.CN(C)C=O. The product is [NH:1]([C:8]1[N:17]=[CH:16][C:15]2[CH2:14][CH2:13][C:12]3[C:18]([C:22]([NH:30][CH2:29][CH2:27][OH:28])=[O:23])=[N:19][N:20]([CH3:21])[C:11]=3[C:10]=2[N:9]=1)[C:2]1[CH:3]=[CH:4][CH:5]=[CH:6][CH:7]=1. The yield is 0.600.